Dataset: Catalyst prediction with 721,799 reactions and 888 catalyst types from USPTO. Task: Predict which catalyst facilitates the given reaction. (1) Reactant: [CH3:1][O:2][C:3]1[CH:4]=[C:5]2[C:10](=[CH:11][C:12]=1[O:13][CH3:14])[C:9]([CH2:15][CH2:16][CH3:17])=[N:8][C:7]([OH:18])=[CH:6]2.[ClH:19].[Cl:20][CH2:21][C:22]1[C:23]([NH:34][CH3:35])=[N:24][C:25]2[C:30]([CH:31]=1)=[CH:29][C:28]([O:32][CH3:33])=[CH:27][CH:26]=2.[Li+].[OH-]. Product: [ClH:20].[ClH:19].[CH3:1][O:2][C:3]1[CH:4]=[C:5]2[C:10](=[CH:11][C:12]=1[O:13][CH3:14])[C:9]([CH2:15][CH2:16][CH3:17])=[N:8][C:7]([OH:18])=[C:6]2[CH2:21][C:22]1[C:23]([NH:34][CH3:35])=[N:24][C:25]2[C:30]([CH:31]=1)=[CH:29][C:28]([O:32][CH3:33])=[CH:27][CH:26]=2. The catalyst class is: 308. (2) Reactant: Cl.[CH3:2][C@@H:3]1[C:16](=[O:17])[NH:15][N:14]=[C:13]2[N:4]1[C:5]1[CH:6]=[C:7]3[N:20]([C:21]4([CH3:25])[CH2:24][NH:23][CH2:22]4)[CH:19]=[CH:18][C:8]3=[CH:9][C:10]=1[O:11][CH2:12]2.[C:26](Cl)(=[O:28])[CH3:27]. Product: [C:26]([N:23]1[CH2:22][C:21]([N:20]2[C:7]3[C:8](=[CH:9][C:10]4[O:11][CH2:12][C:13]5[N:4]([C:5]=4[CH:6]=3)[C@H:3]([CH3:2])[C:16](=[O:17])[NH:15][N:14]=5)[CH:18]=[CH:19]2)([CH3:25])[CH2:24]1)(=[O:28])[CH3:27]. The catalyst class is: 2. (3) Reactant: N[CH2:2][CH2:3]CCCCCCCCCCN.N[CH2:16]CC[Si](C)(C)O[Si](C)(C)[CH2:22][CH2:23][CH2:24][NH2:25].C[C:31]([C:51]1[CH:56]=CC(OC2C=CC3C(OC(=O)C=3C=2)=O)=C[CH:52]=1)([C:33]1[CH:38]=C[C:36](O[C:40]2[CH:45]=[CH:44][C:43]3[C:46]([O:48][C:49](=[O:50])[C:42]=3[CH:41]=2)=[O:47])=[CH:35][CH:34]=1)C.[C:69]([O:72][C:73](=[O:75])[CH3:74])(=[O:71])[CH3:70].C[N:77]1[CH2:81][CH2:80][CH2:79][C:78]1=[O:82]. Product: [CH3:52][C:51]1([CH3:56])[C:79]2[CH:80]=[C:81]([NH2:77])[CH:2]=[CH:3][C:78]=2[C:33]([C:34]2[CH:22]=[CH:23][C:24]([NH2:25])=[CH:36][CH:35]=2)([CH3:38])[CH2:31]1.[CH:45]1[C:40]([C:78]([C:79]2[CH:80]=[CH:81][C:70]3[C:69]([O:72][C:73](=[O:75])[C:74]=3[CH:16]=2)=[O:71])=[O:82])=[CH:41][C:42]2[C:49]([O:48][C:46](=[O:47])[C:43]=2[CH:44]=1)=[O:50]. The catalyst class is: 6.